The task is: Predict which catalyst facilitates the given reaction.. This data is from Catalyst prediction with 721,799 reactions and 888 catalyst types from USPTO. (1) Reactant: [CH2:1]([O:3][C:4]([CH:6]1[CH2:17][N:16]([C:18]2[CH:19]=[C:20]3[C:24](=[CH:25][CH:26]=2)[CH2:23][CH2:22][CH2:21]3)[C:9]2[N:10]=[C:11]([S:14][CH3:15])[N:12]=[CH:13][C:8]=2[C:7]1=[O:27])=[O:5])[CH3:2].BrBr.N#N.C(N(CC)CC)C. Product: [CH2:1]([O:3][C:4]([C:6]1[C:7](=[O:27])[C:8]2[CH:13]=[N:12][C:11]([S:14][CH3:15])=[N:10][C:9]=2[N:16]([C:18]2[CH:19]=[C:20]3[C:24](=[CH:25][CH:26]=2)[CH2:23][CH2:22][CH2:21]3)[CH:17]=1)=[O:5])[CH3:2]. The catalyst class is: 2. (2) Reactant: [H-].[Na+].[CH2:3]([N:10]([CH2:22][CH2:23][OH:24])[C:11](=[O:21])[C:12]1[CH:17]=[CH:16][C:15]([F:18])=[C:14]([F:19])[C:13]=1F)[C:4]1[CH:9]=[CH:8][CH:7]=[CH:6][CH:5]=1.O. Product: [CH2:3]([N:10]1[C:11](=[O:21])[C:12]2[CH:17]=[CH:16][C:15]([F:18])=[C:14]([F:19])[C:13]=2[O:24][CH2:23][CH2:22]1)[C:4]1[CH:9]=[CH:8][CH:7]=[CH:6][CH:5]=1. The catalyst class is: 3. (3) Reactant: [Si]([O:18][CH2:19][C:20]1[CH:25]=[CH:24][CH:23]=[CH:22][C:21]=1[CH:26]([S:33]([C:36]1[CH:41]=[CH:40][C:39]([Cl:42])=[CH:38][CH:37]=1)(=[O:35])=[O:34])[CH2:27][CH2:28][CH2:29][CH2:30][CH2:31][OH:32])(C(C)(C)C)(C1C=CC=CC=1)C1C=CC=CC=1.[F-].C([N+](CCCC)(CCCC)CCCC)CCC.O.CO. Product: [Cl:42][C:39]1[CH:40]=[CH:41][C:36]([S:33]([CH:26]([C:21]2[CH:22]=[CH:23][CH:24]=[CH:25][C:20]=2[CH2:19][OH:18])[CH2:27][CH2:28][CH2:29][CH2:30][CH2:31][OH:32])(=[O:35])=[O:34])=[CH:37][CH:38]=1. The catalyst class is: 7. (4) Reactant: Cl[CH2:2][C:3]([Cl:5])=[O:4].[CH2:6]([NH:13][C@H:14]([CH3:17])[CH2:15][OH:16])[C:7]1[CH:12]=[CH:11][CH:10]=[CH:9][CH:8]=1.C(N(CC)CC)C. Product: [CH2:6]([NH:13][C@H:14]([CH3:17])[CH2:15][O:16][CH2:2][C:3]([Cl:5])=[O:4])[C:7]1[CH:12]=[CH:11][CH:10]=[CH:9][CH:8]=1. The catalyst class is: 11.